This data is from Forward reaction prediction with 1.9M reactions from USPTO patents (1976-2016). The task is: Predict the product of the given reaction. Given the reactants [ClH:1].C(OCC)C.[CH:7]1([N:12]2[CH2:18][CH2:17][C:16]3[CH:19]=[CH:20][C:21]([O:23][C:24]4[N:29]=[CH:28][C:27]([N:30]5[CH2:34][CH2:33][CH2:32][C:31]5=[O:35])=[CH:26][CH:25]=4)=[CH:22][C:15]=3[CH2:14][CH2:13]2)[CH2:11][CH2:10][CH2:9][CH2:8]1, predict the reaction product. The product is: [ClH:1].[CH:7]1([N:12]2[CH2:18][CH2:17][C:16]3[CH:19]=[CH:20][C:21]([O:23][C:24]4[N:29]=[CH:28][C:27]([N:30]5[CH2:34][CH2:33][CH2:32][C:31]5=[O:35])=[CH:26][CH:25]=4)=[CH:22][C:15]=3[CH2:14][CH2:13]2)[CH2:11][CH2:10][CH2:9][CH2:8]1.